This data is from Catalyst prediction with 721,799 reactions and 888 catalyst types from USPTO. The task is: Predict which catalyst facilitates the given reaction. (1) Reactant: [C:1]([O:5][C:6]([CH3:9])([CH3:8])[CH3:7])(=[O:4])[NH:2][NH2:3].C(O)(=O)C.[CH2:14]([N:21]1[CH2:26][CH2:25][C:24](=O)[CH2:23][CH2:22]1)[C:15]1[CH:20]=[CH:19][CH:18]=[CH:17][CH:16]=1.C(=O)(O)[O-].[Na+]. Product: [CH2:14]([N:21]1[CH2:26][CH2:25][C:24](=[N:3][NH:2][C:1]([O:5][C:6]([CH3:9])([CH3:8])[CH3:7])=[O:4])[CH2:23][CH2:22]1)[C:15]1[CH:20]=[CH:19][CH:18]=[CH:17][CH:16]=1. The catalyst class is: 2. (2) Reactant: [CH3:1][C@H:2]([CH2:22]C=C)[C:3]([O:5][C@@H:6]1[CH2:14][C:13]2[C:8](=[CH:9][CH:10]=[CH:11][CH:12]=2)[C@H:7]1[NH:15][C:16](=[O:21])[CH2:17][CH2:18][CH:19]=[CH2:20])=[O:4]. Product: [CH3:22][C@H:2]1[C:3](=[O:4])[O:5][C@@H:6]2[CH2:14][C:13]3[CH:12]=[CH:11][CH:10]=[CH:9][C:8]=3[C@H:7]2[NH:15][C:16](=[O:21])[CH2:17][CH2:18][CH:19]=[CH:20][CH2:1]1. The catalyst class is: 2. (3) Reactant: [CH3:1][C:2]1[CH:10]=[CH:9][CH:8]=[C:7]([N+:11]([O-:13])=[O:12])[C:3]=1[C:4](O)=[O:5].[BH4-].[Na+].COS(=O)(=O)OC.Cl. Product: [CH3:1][C:2]1[CH:10]=[CH:9][CH:8]=[C:7]([N+:11]([O-:13])=[O:12])[C:3]=1[CH2:4][OH:5]. The catalyst class is: 7. (4) Reactant: [CH2:1]([C:3]1[C:4]([NH:21][CH:22]([CH2:25][CH3:26])[CH2:23][CH3:24])=[N:5][C:6]([CH2:19][CH3:20])=[C:7]([C:9]2[CH:14]=[CH:13][C:12]([O:15]C)=[CH:11][C:10]=2[O:17]C)[N:8]=1)[CH3:2]. Product: [CH2:1]([C:3]1[C:4]([NH:21][CH:22]([CH2:25][CH3:26])[CH2:23][CH3:24])=[N:5][C:6]([CH2:19][CH3:20])=[C:7]([C:9]2[CH:14]=[CH:13][C:12]([OH:15])=[CH:11][C:10]=2[OH:17])[N:8]=1)[CH3:2]. The catalyst class is: 4.